Dataset: Tox21: 12 toxicity assays (nuclear receptors and stress response pathways). Task: Binary classification across 12 toxicity assays. The drug is CN[C@@H]1[C@@H](O)[C@@H](O[C@@H]2[C@@H](O)[C@H](OC3OC(CN)=CCC3N)[C@@H](N)C[C@H]2N)OC[C@]1(C)O.CN[C@@H]1[C@@H](O)[C@@H](O[C@@H]2[C@@H](O)[C@H](OC3OC(CN)=CCC3N)[C@@H](N)C[C@H]2N)OC[C@]1(C)O. It tested positive (active) for: NR-AR (Androgen Receptor agonist activity).